This data is from Forward reaction prediction with 1.9M reactions from USPTO patents (1976-2016). The task is: Predict the product of the given reaction. (1) Given the reactants Br[C:2]1[S:6][C:5]([NH:7][C:8](=[O:14])[O:9][C:10]([CH3:13])([CH3:12])[CH3:11])=[C:4]([C:15]([N:17]2[CH2:22][CH2:21][CH:20]([N:23]3[CH2:28][CH2:27][CH2:26][C@@H:25]([C:29]([N:31]4[CH2:36][CH2:35][O:34][CH2:33][CH2:32]4)=[O:30])[CH2:24]3)[CH2:19][CH2:18]2)=[O:16])[CH:3]=1.[F:37][C:38]([F:49])([F:48])[C:39]1[CH:44]=[CH:43][C:42](B(O)O)=[CH:41][CH:40]=1.C(=O)([O-])[O-].[Na+].[Na+], predict the reaction product. The product is: [N:31]1([C:29]([C@@H:25]2[CH2:26][CH2:27][CH2:28][N:23]([CH:20]3[CH2:21][CH2:22][N:17]([C:15]([C:4]4[CH:3]=[C:2]([C:42]5[CH:43]=[CH:44][C:39]([C:38]([F:49])([F:48])[F:37])=[CH:40][CH:41]=5)[S:6][C:5]=4[NH:7][C:8](=[O:14])[O:9][C:10]([CH3:13])([CH3:12])[CH3:11])=[O:16])[CH2:18][CH2:19]3)[CH2:24]2)=[O:30])[CH2:36][CH2:35][O:34][CH2:33][CH2:32]1. (2) The product is: [Br:1][C:2]1[CH:9]=[CH:8][C:5]([CH:6]=[O:7])=[C:4]([O:10][CH3:11])[CH:3]=1. Given the reactants [Br:1][C:2]1[CH:9]=[CH:8][C:5]([CH:6]=[O:7])=[C:4]([OH:10])[CH:3]=1.[C:11](=O)([O-])[O-].[K+].[K+].COS(OC)(=O)=O, predict the reaction product.